This data is from Full USPTO retrosynthesis dataset with 1.9M reactions from patents (1976-2016). The task is: Predict the reactants needed to synthesize the given product. Given the product [CH2:1]([O:3][C:4](=[O:24])[C:5]([OH:23])([C:19]([F:20])([F:21])[F:22])[CH:6]([CH3:18])[CH:7]([C:9]1[CH:14]=[CH:13][CH:12]=[C:11]([F:15])[C:10]=1[O:16][CH3:17])[CH3:8])[CH3:2], predict the reactants needed to synthesize it. The reactants are: [CH2:1]([O:3][C:4](=[O:24])[C:5]([OH:23])([C:19]([F:22])([F:21])[F:20])[CH:6]([CH3:18])[C:7]([C:9]1[CH:14]=[CH:13][CH:12]=[C:11]([F:15])[C:10]=1[O:16][CH3:17])=[CH2:8])[CH3:2].